From a dataset of Forward reaction prediction with 1.9M reactions from USPTO patents (1976-2016). Predict the product of the given reaction. (1) Given the reactants I[C:2]1[C:10]2[C:5](=[CH:6][CH:7]=[C:8]([NH:11][C:12](=[O:24])[CH:13]([N:19]3[CH2:23][CH2:22][CH2:21][CH2:20]3)[C:14]3[CH:18]=[CH:17][S:16][CH:15]=3)[CH:9]=2)[NH:4][N:3]=1.[F:25][C:26]1[CH:27]=[C:28](B(O)O)[CH:29]=[CH:30][C:31]=1[N:32]1[CH2:37][CH2:36][O:35][CH2:34][CH2:33]1.C([O-])([O-])=O.[Na+].[Na+], predict the reaction product. The product is: [F:25][C:26]1[CH:27]=[C:28]([C:2]2[C:10]3[C:5](=[CH:6][CH:7]=[C:8]([NH:11][C:12](=[O:24])[CH:13]([N:19]4[CH2:23][CH2:22][CH2:21][CH2:20]4)[C:14]4[CH:18]=[CH:17][S:16][CH:15]=4)[CH:9]=3)[NH:4][N:3]=2)[CH:29]=[CH:30][C:31]=1[N:32]1[CH2:37][CH2:36][O:35][CH2:34][CH2:33]1. (2) Given the reactants [NH:1]([CH2:5][C:6]1[CH2:12][C:11]2[CH:13]=[C:14]3[O:19][CH2:18][O:17][C:15]3=[CH:16][C:10]=2[C:9]([C:20]2[CH:25]=[CH:24][C:23]([N+:26]([O-:28])=[O:27])=[CH:22][CH:21]=2)=[N:8][N:7]=1)[C:2]([CH3:4])=O.P(Cl)(Cl)(Cl)=O, predict the reaction product. The product is: [CH3:4][C:2]1[N:7]2[N:8]=[C:9]([C:20]3[CH:25]=[CH:24][C:23]([N+:26]([O-:28])=[O:27])=[CH:22][CH:21]=3)[C:10]3[CH:16]=[C:15]4[O:17][CH2:18][O:19][C:14]4=[CH:13][C:11]=3[CH2:12][C:6]2=[CH:5][N:1]=1. (3) Given the reactants [Cl:1][C:2]1[CH:3]=[C:4]2[C:9](=[CH:10][CH:11]=1)[CH2:8][N:7]([S:12]([CH2:15][CH2:16][C:17]([OH:19])=O)(=[O:14])=[O:13])[CH2:6][CH2:5]2.CCN=C=NCCCN(C)C.C1C=CC2N(O)N=NC=2C=1.Cl.Cl.[CH3:43][C:44]1[N:48]2[C:49](=[O:58])[N:50]([CH:52]3[CH2:57][CH2:56][NH:55][CH2:54][CH2:53]3)[CH2:51][C:47]2=[CH:46][N:45]=1, predict the reaction product. The product is: [Cl:1][C:2]1[CH:3]=[C:4]2[C:9](=[CH:10][CH:11]=1)[CH2:8][N:7]([S:12]([CH2:15][CH2:16][C:17]([N:55]1[CH2:54][CH2:53][CH:52]([N:50]3[CH2:51][C:47]4=[CH:46][N:45]=[C:44]([CH3:43])[N:48]4[C:49]3=[O:58])[CH2:57][CH2:56]1)=[O:19])(=[O:13])=[O:14])[CH2:6][CH2:5]2. (4) The product is: [I:19][C:16]1[CH:17]=[CH:18][C:13](/[CH:12]=[C:11](\[CH3:20])/[CH2:10][N:5]2[CH2:6][CH2:7][C:2]([CH3:1])([OH:8])[CH2:3][CH2:4]2)=[CH:14][CH:15]=1. Given the reactants [CH3:1][C:2]1([OH:8])[CH2:7][CH2:6][NH:5][CH2:4][CH2:3]1.Cl[CH2:10]/[C:11](/[CH3:20])=[CH:12]/[C:13]1[CH:18]=[CH:17][C:16]([I:19])=[CH:15][CH:14]=1.C(N(CC)CC)C, predict the reaction product. (5) The product is: [Cl:16][CH2:15][CH2:14][CH2:13][CH2:12][O:1][C:2]1[CH:3]=[C:4]([C:8](=[O:10])[CH3:9])[CH:5]=[CH:6][CH:7]=1. Given the reactants [OH:1][C:2]1[CH:3]=[C:4]([C:8](=[O:10])[CH3:9])[CH:5]=[CH:6][CH:7]=1.Br[CH2:12][CH2:13][CH2:14][CH2:15][Cl:16], predict the reaction product. (6) Given the reactants [F:1][CH:2]1[C:7]([C:8]2[C:16]3[C:11](=[CH:12][CH:13]=[C:14]([N+:17]([O-])=O)[CH:15]=3)[NH:10][CH:9]=2)=[CH:6][CH2:5][N:4]([CH3:20])[CH2:3]1.O.NN, predict the reaction product. The product is: [F:1][CH:2]1[C:7]([C:8]2[C:16]3[C:11](=[CH:12][CH:13]=[C:14]([NH2:17])[CH:15]=3)[NH:10][CH:9]=2)=[CH:6][CH2:5][N:4]([CH3:20])[CH2:3]1.